Task: Predict the reactants needed to synthesize the given product.. Dataset: Full USPTO retrosynthesis dataset with 1.9M reactions from patents (1976-2016) (1) Given the product [N:13]1[CH:14]=[CH:15][C:16]([C:18]2[CH:19]=[N:20][CH:21]=[N:22][CH:23]=2)=[N:17][C:12]=1[NH:11][C:3]1[CH:4]=[C:5]([NH2:8])[CH:6]=[CH:7][C:2]=1[CH3:1], predict the reactants needed to synthesize it. The reactants are: [CH3:1][C:2]1[CH:7]=[CH:6][C:5]([N+:8]([O-])=O)=[CH:4][C:3]=1[NH:11][C:12]1[N:17]=[C:16]([C:18]2[CH:19]=[N:20][CH:21]=[N:22][CH:23]=2)[CH:15]=[CH:14][N:13]=1.C(=O)([O-])[O-].[Na+].[Na+]. (2) Given the product [F:1][C:2]1[CH:7]=[C:6]([F:8])[CH:5]=[CH:4][C:3]=1[C:9]1([C:12]([F:20])([F:21])[C:13]2[CH:14]=[CH:15][C:16]([O:19][C:23]3[CH:28]=[CH:27][C:26]([C:29]([F:32])([F:31])[F:30])=[CH:25][N:24]=3)=[CH:17][N:18]=2)[CH2:11][O:10]1, predict the reactants needed to synthesize it. The reactants are: [F:1][C:2]1[CH:7]=[C:6]([F:8])[CH:5]=[CH:4][C:3]=1[C:9]1([C:12]([F:21])([F:20])[C:13]2[N:18]=[CH:17][C:16]([OH:19])=[CH:15][CH:14]=2)[CH2:11][O:10]1.Cl[C:23]1[CH:28]=[CH:27][C:26]([C:29]([F:32])([F:31])[F:30])=[CH:25][N:24]=1.C(=O)([O-])[O-].[Cs+].[Cs+].N#N. (3) Given the product [OH:41][C@@H:39]([CH3:40])[CH2:38][NH:37][C:32](=[O:33])[C:31]1[CH:35]=[CH:36][C:28]([S:27][CH2:26][C:16]2[C:17]3[CH2:18][CH2:19][CH2:20][C:21](=[O:25])[C:22]=3[CH:23]=[CH:24][C:15]=2[O:14][C@@H:7]([C:8]2[CH:9]=[CH:10][CH:11]=[CH:12][CH:13]=2)[CH2:6][N:1]2[CH:5]=[CH:4][N:3]=[CH:2]2)=[CH:29][CH:30]=1, predict the reactants needed to synthesize it. The reactants are: [N:1]1([CH2:6][C@@H:7]([O:14][C:15]2[CH:24]=[CH:23][C:22]3[C:21](=[O:25])[CH2:20][CH2:19][CH2:18][C:17]=3[C:16]=2[CH2:26][S:27][C:28]2[CH:36]=[CH:35][C:31]([C:32](O)=[O:33])=[CH:30][CH:29]=2)[C:8]2[CH:13]=[CH:12][CH:11]=[CH:10][CH:9]=2)[CH:5]=[CH:4][N:3]=[CH:2]1.[NH2:37][CH2:38][C@@H:39]([OH:41])[CH3:40]. (4) Given the product [Cl:21][C:17]1[CH:16]=[C:15]([C:14]#[C:13][C:11]2[N:10]=[C:9]([CH3:22])[N:8]([C:6]3[CH:5]=[CH:4][NH:3][C:2](=[O:23])[CH:7]=3)[CH:12]=2)[CH:20]=[CH:19][N:18]=1, predict the reactants needed to synthesize it. The reactants are: Cl[C:2]1[CH:7]=[C:6]([N:8]2[CH:12]=[C:11]([C:13]#[C:14][C:15]3[CH:20]=[CH:19][N:18]=[C:17]([Cl:21])[CH:16]=3)[N:10]=[C:9]2[CH3:22])[CH:5]=[CH:4][N:3]=1.[OH-:23].[K+].